From a dataset of Full USPTO retrosynthesis dataset with 1.9M reactions from patents (1976-2016). Predict the reactants needed to synthesize the given product. (1) Given the product [OH:53][C:48]1[CH:49]=[CH:50][CH:51]=[CH:52][C:47]=1[C:2]1[C:10]2[C:9]([NH:11][C@H:12]([C:14]3[N:19]([C:20]4[CH:25]=[CH:24][CH:23]=[CH:22][CH:21]=4)[C:18](=[O:26])[C:17]4=[C:27]([CH3:30])[CH:28]=[CH:29][N:16]4[N:15]=3)[CH3:13])=[N:8][CH:7]=[N:6][C:5]=2[N:4]([CH2:31][O:32][CH2:33][CH2:34][Si:35]([CH3:38])([CH3:37])[CH3:36])[CH:3]=1, predict the reactants needed to synthesize it. The reactants are: Br[C:2]1[C:10]2[C:9]([NH:11][C@H:12]([C:14]3[N:19]([C:20]4[CH:25]=[CH:24][CH:23]=[CH:22][CH:21]=4)[C:18](=[O:26])[C:17]4=[C:27]([CH3:30])[CH:28]=[CH:29][N:16]4[N:15]=3)[CH3:13])=[N:8][CH:7]=[N:6][C:5]=2[N:4]([CH2:31][O:32][CH2:33][CH2:34][Si:35]([CH3:38])([CH3:37])[CH3:36])[CH:3]=1.CC1(C)C(C)(C)OB([C:47]2[CH:52]=[CH:51][CH:50]=[CH:49][C:48]=2[OH:53])O1.C(=O)([O-])[O-].[Na+].[Na+]. (2) Given the product [CH3:1][C:2]1([CH3:23])[C:11]2[C:6](=[CH:7][CH:8]=[C:9]([C:12]([F:13])([F:15])[F:14])[CH:10]=2)[NH:5][CH:4]([C:16]2[CH:22]=[CH:21][CH:20]=[CH:19][C:17]=2[NH:18][S:31]([CH3:30])(=[O:33])=[O:32])[CH2:3]1, predict the reactants needed to synthesize it. The reactants are: [CH3:1][C:2]1([CH3:23])[C:11]2[C:6](=[CH:7][CH:8]=[C:9]([C:12]([F:15])([F:14])[F:13])[CH:10]=2)[NH:5][CH:4]([C:16]2[CH:22]=[CH:21][CH:20]=[CH:19][C:17]=2[NH2:18])[CH2:3]1.N1C=CC=CC=1.[CH3:30][S:31](Cl)(=[O:33])=[O:32].